This data is from Reaction yield outcomes from USPTO patents with 853,638 reactions. The task is: Predict the reaction yield, written as a fraction of the theoretical maximum amount of product (1.0 means a 100% yield; for example, 0.34 means a 34% yield). (1) The reactants are [CH3:1][C:2]1[O:6][N:5]=[C:4]([C:7]2[CH:12]=[CH:11][CH:10]=[CH:9][CH:8]=2)[C:3]=1[CH2:13][O:14][C:15]1[CH:23]=[CH:22][C:18]([C:19]([OH:21])=O)=[CH:17][N:16]=1.[CH:24]([N:27]1[CH2:32][CH2:31][CH:30]([NH2:33])[CH2:29][CH2:28]1)([CH3:26])[CH3:25]. No catalyst specified. The product is [CH:24]([N:27]1[CH2:32][CH2:31][CH:30]([NH:33][C:19](=[O:21])[C:18]2[CH:22]=[CH:23][C:15]([O:14][CH2:13][C:3]3[C:4]([C:7]4[CH:8]=[CH:9][CH:10]=[CH:11][CH:12]=4)=[N:5][O:6][C:2]=3[CH3:1])=[N:16][CH:17]=2)[CH2:29][CH2:28]1)([CH3:26])[CH3:25]. The yield is 0.730. (2) The reactants are C(=O)([O-])[O-].[Na+].[Na+].Br[C:8]1[CH:9]=[C:10]([CH:14]([O:19][Si:20]([CH3:23])([CH3:22])[CH3:21])[C:15]([CH3:18])([CH3:17])[CH3:16])[CH:11]=[CH:12][CH:13]=1.[CH2:24]([C:26]([C:45]1[CH:58]=[CH:57][C:48]([O:49][CH2:50][C@@H:51]2[O:55][C:54](=[O:56])[CH2:53][CH2:52]2)=[C:47]([CH3:59])[CH:46]=1)([C:29]1[CH:34]=[CH:33][C:32](B2OC(C)(C)C(C)(C)O2)=[C:31]([CH3:44])[CH:30]=1)[CH2:27][CH3:28])[CH3:25].C(OCC)(=O)C. The catalyst is CN(C)C=O. The product is [CH3:16][C:15]([CH3:18])([CH3:17])[CH:14]([C:10]1[CH:9]=[C:8]([C:32]2[CH:33]=[CH:34][C:29]([C:26]([C:45]3[CH:58]=[CH:57][C:48]([O:49][CH2:50][C@@H:51]4[O:55][C:54](=[O:56])[CH2:53][CH2:52]4)=[C:47]([CH3:59])[CH:46]=3)([CH2:24][CH3:25])[CH2:27][CH3:28])=[CH:30][C:31]=2[CH3:44])[CH:13]=[CH:12][CH:11]=1)[O:19][Si:20]([CH3:23])([CH3:22])[CH3:21]. The yield is 0.285. (3) The reactants are [CH2:1]([C:8]1[S:9][C:10]([CH3:41])=[C:11]([CH3:40])[C:12]=1[C:13]([C:15]1[CH:34]=[CH:33][C:18]([O:19][S:20]([C:23]2[CH:31]=[CH:30][C:26]([C:27]([OH:29])=[O:28])=[C:25]([OH:32])[CH:24]=2)(=[O:22])=[O:21])=[C:17]([CH:35]2[CH2:39][CH2:38][CH2:37][CH2:36]2)[CH:16]=1)=[O:14])[C:2]1[CH:7]=[CH:6][CH:5]=[CH:4][CH:3]=1.[I-].[Mg+2].[I-].[C:45](OC(=O)C)(=[O:47])[CH3:46]. The catalyst is CCOCC. The product is [C:45]([O:32][C:25]1[CH:24]=[C:23]([S:20]([O:19][C:18]2[CH:33]=[CH:34][C:15]([C:13]([C:12]3[C:11]([CH3:40])=[C:10]([CH3:41])[S:9][C:8]=3[CH2:1][C:2]3[CH:7]=[CH:6][CH:5]=[CH:4][CH:3]=3)=[O:14])=[CH:16][C:17]=2[CH:35]2[CH2:39][CH2:38][CH2:37][CH2:36]2)(=[O:22])=[O:21])[CH:31]=[CH:30][C:26]=1[C:27]([OH:29])=[O:28])(=[O:47])[CH3:46]. The yield is 0.510. (4) The reactants are [CH3:1][C:2]1[S:3][C:4]([C:10]2[CH:15]=[CH:14][CH:13]=[CH:12][CH:11]=2)=[C:5]([C:7]([OH:9])=O)[N:6]=1.C(Cl)(=O)C(Cl)=O.CN(C=O)C.[Cl:27][C:28]1[N:32]2[CH:33]=[CH:34][C:35]([C:37]([F:40])([F:39])[F:38])=[CH:36][C:31]2=[N:30][C:29]=1[CH2:41][C@@H:42]1[CH2:47][CH2:46][CH2:45][CH2:44][NH:43]1. The catalyst is C(Cl)Cl. The product is [Cl:27][C:28]1[N:32]2[CH:33]=[CH:34][C:35]([C:37]([F:40])([F:39])[F:38])=[CH:36][C:31]2=[N:30][C:29]=1[CH2:41][C@@H:42]1[CH2:47][CH2:46][CH2:45][CH2:44][N:43]1[C:7]([C:5]1[N:6]=[C:2]([CH3:1])[S:3][C:4]=1[C:10]1[CH:15]=[CH:14][CH:13]=[CH:12][CH:11]=1)=[O:9]. The yield is 0.360. (5) The reactants are Br[C:2]1[CH:24]=[C:23]2[C:5]([CH2:6][C:7]3([C:16]42[N:20]=[C:19]([NH2:21])[C:18]([CH3:22])=[N:17]4)[CH2:12][CH2:11][CH:10]([CH:13]([F:15])[F:14])[CH2:9][CH2:8]3)=[CH:4][CH:3]=1.[Cl:25][C:26]1[CH:27]=[C:28](B(O)O)[CH:29]=[N:30][CH:31]=1.CC([PH+](C(C)(C)C)CCCS([O-])(=O)=O)(C)C.C([O-])([O-])=O.[K+].[K+]. The catalyst is [Na+].[Na+].Cl[Pd+2](Cl)(Cl)Cl. The product is [Cl:25][C:26]1[CH:27]=[C:28]([C:2]2[CH:24]=[C:23]3[C:5]([CH2:6][C:7]4([C:16]53[N:20]=[C:19]([NH2:21])[C:18]([CH3:22])=[N:17]5)[CH2:8][CH2:9][CH:10]([CH:13]([F:14])[F:15])[CH2:11][CH2:12]4)=[CH:4][CH:3]=2)[CH:29]=[N:30][CH:31]=1. The yield is 0.110.